Dataset: Full USPTO retrosynthesis dataset with 1.9M reactions from patents (1976-2016). Task: Predict the reactants needed to synthesize the given product. (1) The reactants are: Cl.[CH:2]1[C:12]2[CH:11]=[CH:10][C:9]3[CH:13]=[CH:14][CH:15]=[CH:16][C:8]=3[C:7](=[C:17]3[CH2:22][CH2:21][N:20]([C:23](=[O:26])[CH2:24][NH2:25])[CH2:19][CH2:18]3)[C:6]=2[CH:5]=[CH:4][CH:3]=1.CC(C)(C)CI.[C:33](=O)([O-])[O-:34].[K+].[K+]. Given the product [CH:13]1[C:9]2[CH:10]=[CH:11][C:12]3[CH:2]=[CH:3][CH:4]=[CH:5][C:6]=3[C:7](=[C:17]3[CH2:18][CH2:19][N:20]([C:23](=[O:26])[CH2:24][NH:25][CH:33]=[O:34])[CH2:21][CH2:22]3)[C:8]=2[CH:16]=[CH:15][CH:14]=1, predict the reactants needed to synthesize it. (2) Given the product [CH2:1]([N:7]1[CH2:12][CH:11]2[CH:9]([CH:10]2[C:13]2[CH:18]=[CH:17][CH:16]=[CH:15][CH:14]=2)[CH2:8]1)[CH2:2][CH2:3][CH2:4][CH2:5][CH3:6], predict the reactants needed to synthesize it. The reactants are: [CH2:1]([N:7]1[CH2:12][CH:11]2[CH:9]([CH:10]2[C:13]2[CH:18]=[CH:17][CH:16]=[CH:15][CH:14]=2)[C:8]1=O)[CH2:2][CH2:3][CH2:4][CH2:5][CH3:6].[H-].[Al+3].[Li+].[H-].[H-].[H-].O1CCCC1.